Task: Predict the reactants needed to synthesize the given product.. Dataset: Full USPTO retrosynthesis dataset with 1.9M reactions from patents (1976-2016) Given the product [CH3:3][C:4]1[CH:9]=[CH:8][C:7]2[NH:10][C:13](=[O:14])[NH:11][C:6]=2[CH:5]=1, predict the reactants needed to synthesize it. The reactants are: Cl.Cl.[CH3:3][C:4]1[CH:9]=[CH:8][C:7]([NH2:10])=[C:6]([NH2:11])[CH:5]=1.N[C:13](N)=[O:14].